Predict the reactants needed to synthesize the given product. From a dataset of Full USPTO retrosynthesis dataset with 1.9M reactions from patents (1976-2016). Given the product [CH3:29][NH:30][CH2:12][CH:13]1[CH2:17][C:16]2[CH:18]=[CH:19][CH:20]=[C:21]([C:22]3[CH:27]=[CH:26][CH:25]=[CH:24][C:23]=3[F:28])[C:15]=2[O:14]1, predict the reactants needed to synthesize it. The reactants are: CC1C=CC(S(O[CH2:12][CH:13]2[CH2:17][C:16]3[CH:18]=[CH:19][CH:20]=[C:21]([C:22]4[CH:27]=[CH:26][CH:25]=[CH:24][C:23]=4[F:28])[C:15]=3[O:14]2)(=O)=O)=CC=1.[CH3:29][NH2:30].